Predict the reaction yield, written as a fraction of the theoretical maximum amount of product (1.0 means a 100% yield; for example, 0.34 means a 34% yield). From a dataset of Reaction yield outcomes from USPTO patents with 853,638 reactions. (1) The product is [CH2:61]([O:60][P:51]([OH:52])([O:33][CH2:32][C:17]1[CH:15]=[CH:14][CH:20]=[CH:19][CH:18]=1)=[O:76])[C:62]1[CH:63]=[CH:64][CH:65]=[CH:66][CH:67]=1.[C:1]([N:8]([CH2:37][CH3:38])[C:9]([NH:11][C:12]1[NH:16][C:15]2[C:17]([C@H:32]3[CH2:36][CH2:35][CH2:34][O:33]3)=[C:18]([F:31])[C:19]([C:21]3[CH:22]=[N:23][C:24]([C:27]([OH:30])([CH3:28])[CH3:29])=[N:25][CH:26]=3)=[CH:20][C:14]=2[N:13]=1)=[O:10])([O:3][C:4]([CH3:7])([CH3:5])[CH3:6])=[O:2]. The catalyst is C(Cl)Cl. The reactants are [C:1]([N:8]([CH2:37][CH3:38])[C:9]([NH:11][C:12]1[NH:16][C:15]2[C:17]([C@H:32]3[CH2:36][CH2:35][CH2:34][O:33]3)=[C:18]([F:31])[C:19]([C:21]3[CH:22]=[N:23][C:24]([C:27]([OH:30])([CH3:29])[CH3:28])=[N:25][CH:26]=3)=[CH:20][C:14]=2[N:13]=1)=[O:10])([O:3][C:4]([CH3:7])([CH3:6])[CH3:5])=[O:2].N1C=NN=N1.CC(N([P:51]([O:60][CH2:61][C:62]1[CH:67]=[CH:66][CH:65]=[CH:64][CH:63]=1)[O:52]CC1C=CC=CC=1)C(C)C)C.C1C=C(Cl)C=C(C(OO)=[O:76])C=1. The yield is 0.641. (2) The reactants are [CH2:1]([N:8]1[CH:16]=[C:15]2[C:10]([CH:11]=[C:12]([C:17]3[CH:18]=[C:19]([CH:27]4[O:32][CH2:31][CH:30]5[CH2:33][NH:34][CH2:35][CH2:36][N:29]5[CH2:28]4)[N:20]4[C:25]=3[C:24]([NH2:26])=[N:23][CH:22]=[N:21]4)[CH:13]=[CH:14]2)=[N:9]1)[C:2]1[CH:7]=[CH:6][CH:5]=[CH:4][CH:3]=1.[CH2:37](N(CC)CC)C.IC. The catalyst is CN(C=O)C. The product is [CH2:1]([N:8]1[CH:16]=[C:15]2[C:10]([CH:11]=[C:12]([C:17]3[CH:18]=[C:19]([CH:27]4[O:32][CH2:31][CH:30]5[CH2:33][N:34]([CH3:37])[CH2:35][CH2:36][N:29]5[CH2:28]4)[N:20]4[C:25]=3[C:24]([NH2:26])=[N:23][CH:22]=[N:21]4)[CH:13]=[CH:14]2)=[N:9]1)[C:2]1[CH:7]=[CH:6][CH:5]=[CH:4][CH:3]=1. The yield is 0.340. (3) The reactants are [Br:1][C:2]1[N:7]2[CH:8]=[C:9]([CH2:11][OH:12])[N:10]=[C:6]2[C:5]([N:13]2[CH2:18][CH2:17][O:16][CH2:15][CH2:14]2)=[N:4][CH:3]=1.Cl[C:20]1[CH:29]=[CH:28][C:27]2[C:22](=[CH:23][CH:24]=[CH:25][CH:26]=2)[N:21]=1. No catalyst specified. The product is [Br:1][C:2]1[N:7]2[CH:8]=[C:9]([CH2:11][O:12][C:20]3[CH:29]=[CH:28][C:27]4[C:22](=[CH:23][CH:24]=[CH:25][CH:26]=4)[N:21]=3)[N:10]=[C:6]2[C:5]([N:13]2[CH2:18][CH2:17][O:16][CH2:15][CH2:14]2)=[N:4][CH:3]=1. The yield is 0.750. (4) The reactants are [Cl:1][C:2]1[C:10]([Cl:11])=[CH:9][CH:8]=[CH:7][C:3]=1[C:4]([OH:6])=[O:5].[N+:12]([O-])([OH:14])=[O:13]. The catalyst is OS(O)(=O)=O. The product is [Cl:1][C:2]1[C:10]([Cl:11])=[CH:9][C:8]([N+:12]([O-:14])=[O:13])=[CH:7][C:3]=1[C:4]([OH:6])=[O:5]. The yield is 0.440. (5) The reactants are [Cl:1][C:2]1(N)[CH:7]=[CH:6][C:5]([N:8]([C:12]2[CH:17]=[CH:16][CH:15]=[CH:14][C:13]=2[C:18]([F:21])([F:20])[F:19])[C:9](=[O:11])[NH2:10])=[CH:4][CH2:3]1.[C:23]([O:34][CH3:35])(=[O:33])[C:24]1[CH:32]=[CH:31][CH:30]=[C:26](C([O-])=O)[CH:25]=1.C1C=CC2N([OH:45])N=NC=2C=1.O.CN1CCOCC1.CCN=C=NCCCN(C)C.Cl.C[N:67]([CH:69]=[O:70])C. The catalyst is CCOC(C)=O. The product is [Cl:1][C:2]1([C:31]2[CH:30]=[CH:26][CH:25]=[C:24]([C:23]([O:34][CH3:35])=[O:33])[CH:32]=2)[CH:7]=[CH:6][C:5]([N:8]([C:12]2[CH:17]=[CH:16][CH:15]=[CH:14][C:13]=2[C:18]([F:21])([F:20])[F:19])[C:9](=[O:11])[NH2:10])=[C:4]([NH:67][C:69]([OH:70])=[O:45])[CH2:3]1. The yield is 0.430. (6) The reactants are [H-].[K+].[CH3:3][C:4]([CH3:13])=[CH:5][CH2:6][CH2:7][C:8]([OH:12])([CH:10]=[CH2:11])[CH3:9].[C:14]1(=[O:24])[O:19][C:17](=[O:18])[C:16]2=[CH:20][CH:21]=[CH:22][CH:23]=[C:15]12.CCN(C(C)C)C(C)C.OS([O-])(=O)=O.[K+]. The catalyst is CCCCC.C1COCC1.CN(C1C=CN=CC=1)C. The product is [C:14]([O:12][C:8]([CH3:9])([CH:10]=[CH2:11])[CH2:7][CH2:6][CH:5]=[C:4]([CH3:13])[CH3:3])(=[O:24])[C:15]1[C:16](=[CH:20][CH:21]=[CH:22][CH:23]=1)[C:17]([OH:19])=[O:18]. The yield is 0.910. (7) The reactants are [N:1]1[C:6]2[NH:7][CH:8]=[CH:9][C:5]=2[C:4]([C:10]2[CH:24]=[CH:23][C:13]([CH2:14][NH:15][C:16](=[O:22])OC(C)(C)C)=[CH:12][CH:11]=2)=[N:3][CH:2]=1.[C:25]([C:29]1[CH:37]=[CH:36][C:32](C(O)=O)=[CH:31][CH:30]=1)([CH3:28])([CH3:27])[CH3:26].CCN(C(C)C)C(C)C.CN(C(ON1N=NC2C=CC=NC1=2)=[N+](C)C)C.F[P-](F)(F)(F)(F)F. The yield is 0.270. The product is [C:25]([C:29]1[CH:37]=[CH:36][C:32]([C:16]([NH:15][CH2:14][C:13]2[CH:12]=[CH:11][C:10]([C:4]3[C:5]4[CH:9]=[CH:8][NH:7][C:6]=4[N:1]=[CH:2][N:3]=3)=[CH:24][CH:23]=2)=[O:22])=[CH:31][CH:30]=1)([CH3:28])([CH3:27])[CH3:26]. The catalyst is C(Cl)Cl.C(O)(C(F)(F)F)=O.CCOC(C)=O.O. (8) The reactants are [C:1]([O:5][C:6]([NH:8][C@H:9]([CH2:13][CH3:14])[C:10](O)=[O:11])=[O:7])([CH3:4])([CH3:3])[CH3:2].C1N=CN(C([N:22]2[CH:26]=NC=C2)=O)C=1.[NH2:27]N.C1C=CC(P(C2C=CC=CC=2)C2C=CC=CC=2)=CC=1.C(Br)(Br)(Br)Br. The catalyst is C(Cl)Cl. The product is [O:11]1[CH:26]=[N:22][N:27]=[C:10]1[C@H:9]([NH:8][C:6](=[O:7])[O:5][C:1]([CH3:4])([CH3:3])[CH3:2])[CH2:13][CH3:14]. The yield is 0.410. (9) The reactants are Cl[CH2:2][CH2:3][C:4]1[CH:9]=[CH:8][C:7]([N:10]2[C:14]3=[N:15][C:16]([CH3:20])=[CH:17][C:18]([CH3:19])=[C:13]3[N:12]=[C:11]2[CH2:21][CH3:22])=[CH:6][CH:5]=1.[CH3:23][NH2:24]. The catalyst is O. The product is [CH2:21]([C:11]1[N:10]([C:7]2[CH:8]=[CH:9][C:4]([CH2:3][CH2:2][NH:24][CH3:23])=[CH:5][CH:6]=2)[C:14]2=[N:15][C:16]([CH3:20])=[CH:17][C:18]([CH3:19])=[C:13]2[N:12]=1)[CH3:22]. The yield is 0.850. (10) The reactants are [F:1][C:2]1[CH:7]=[C:6]([F:8])[CH:5]=[CH:4][C:3]=1[C:9]1[CH:10]=[C:11]([N:15]2[CH2:20][CH2:19][N:18]([C:21]([NH:23][C:24]3[CH:25]=[N:26][CH:27]=[CH:28][CH:29]=3)=[O:22])[CH2:17][CH2:16]2)[CH:12]=[N:13][CH:14]=1.N1C=CC=C(NC(=O)OCC(Cl)(Cl)[Cl:41])C=1.FC1C=C(F)C=CC=1C1C=C(N2CCNCC2)C=NC=1.C(OCC)(=O)C.[ClH:71]. The catalyst is C(OCC)(=O)C. The product is [ClH:41].[ClH:71].[F:1][C:2]1[CH:7]=[C:6]([F:8])[CH:5]=[CH:4][C:3]=1[C:9]1[CH:10]=[C:11]([N:15]2[CH2:20][CH2:19][N:18]([C:21]([NH:23][C:24]3[CH:25]=[N:26][CH:27]=[CH:28][CH:29]=3)=[O:22])[CH2:17][CH2:16]2)[CH:12]=[N:13][CH:14]=1. The yield is 0.600.